The task is: Predict the product of the given reaction.. This data is from Forward reaction prediction with 1.9M reactions from USPTO patents (1976-2016). (1) The product is: [O:19]1[C:18]2[CH:22]=[CH:23][C:15]([C:13](=[O:14])[C:12]([NH:8][CH:4]([CH2:5][CH2:6][CH3:7])[CH2:3][CH2:2][CH3:1])=[O:11])=[CH:16][C:17]=2[O:21][CH2:20]1. Given the reactants [CH3:1][CH2:2][CH2:3][CH:4]([NH2:8])[CH2:5][CH2:6][CH3:7].C([O:11][C:12](=O)[C:13]([C:15]1[CH:23]=[CH:22][C:18]2[O:19][CH2:20][O:21][C:17]=2[CH:16]=1)=[O:14])C, predict the reaction product. (2) Given the reactants [CH3:1][O:2][C:3]1[CH:22]=[CH:21][C:6]([CH2:7][C@@H:8]2[C:12]3=[N:13][C:14]4[CH:19]=[CH:18][CH:17]=[CH:16][C:15]=4[N:11]3[C:10](=[O:20])[NH:9]2)=[CH:5][CH:4]=1.[NH2:23][C@H:24]1[CH2:29][CH2:28][N:27]([C:30]([O:32][C:33]([CH3:36])([CH3:35])[CH3:34])=[O:31])[CH2:26][C@H:25]1[F:37], predict the reaction product. The product is: [NH:13]1[C:14]2[CH:19]=[CH:18][CH:17]=[CH:16][C:15]=2[N:11]=[C:12]1[C@H:8]([NH:9][C:10](=[O:20])[NH:23][C@H:24]1[CH2:29][CH2:28][N:27]([C:30]([O:32][C:33]([CH3:35])([CH3:34])[CH3:36])=[O:31])[CH2:26][C@@H:25]1[F:37])[CH2:7][C:6]1[CH:21]=[CH:22][C:3]([O:2][CH3:1])=[CH:4][CH:5]=1. (3) Given the reactants [Cl:1][C:2]1[CH:16]=[CH:15][C:5]([CH2:6][N:7]2[CH:12]=[C:11](Br)[CH:10]=[CH:9][C:8]2=[O:14])=[CH:4][CH:3]=1.CC1(C)C(C)(C)OB([C:25]2[CH:30]=[CH:29][C:28]([CH2:31][C:32]([OH:34])=[O:33])=[CH:27][CH:26]=2)O1, predict the reaction product. The product is: [Cl:1][C:2]1[CH:16]=[CH:15][C:5]([CH2:6][N:7]2[C:8](=[O:14])[CH:9]=[CH:10][C:11]([C:25]3[CH:30]=[CH:29][C:28]([CH2:31][C:32]([OH:34])=[O:33])=[CH:27][CH:26]=3)=[CH:12]2)=[CH:4][CH:3]=1. (4) Given the reactants [CH3:1][C:2]1[N:6]=[C:5]([C:7]2[CH:31]=[CH:30][CH:29]=[CH:28][C:8]=2[C:9]([NH:11][C@H:12]2[CH2:16][CH2:15][CH2:14][C@@H:13]2[NH:17][C:18]2[CH:23]=[CH:22][C:21]([C:24]([F:27])([F:26])[F:25])=[CH:20][N:19]=2)=[O:10])ON=1.[N:32]1C=CC=N[C:33]=1C1C=CC=CC=1C(O)=O.Cl.FC(F)(F)C1C=CC(N[C@H]2CCC[C@@H]2N)=NC=1, predict the reaction product. The product is: [N:6]1[CH:2]=[CH:1][CH:33]=[N:32][C:5]=1[C:7]1[CH:31]=[CH:30][CH:29]=[CH:28][C:8]=1[C:9]([NH:11][C@H:12]1[CH2:16][CH2:15][CH2:14][C@@H:13]1[NH:17][C:18]1[CH:23]=[CH:22][C:21]([C:24]([F:27])([F:26])[F:25])=[CH:20][N:19]=1)=[O:10]. (5) Given the reactants [N:1]1[CH:6]=[CH:5][CH:4]=[N:3][C:2]=1[C:7]1[CH:8]=[C:9]([CH2:13][CH2:14][NH2:15])[CH:10]=[CH:11][CH:12]=1.C[O:17][C:18](=O)[C:19]1[C:24]([CH2:25]Br)=[CH:23][CH:22]=[CH:21][C:20]=1[Br:27].CCN(C(C)C)C(C)C, predict the reaction product. The product is: [Br:27][C:20]1[CH:21]=[CH:22][CH:23]=[C:24]2[C:19]=1[C:18](=[O:17])[N:15]([CH2:14][CH2:13][C:9]1[CH:10]=[CH:11][CH:12]=[C:7]([C:2]3[N:3]=[CH:4][CH:5]=[CH:6][N:1]=3)[CH:8]=1)[CH2:25]2. (6) Given the reactants [F:1][C:2]([F:7])([CH3:6])[CH2:3][CH2:4][OH:5].C(N(CC)CC)C.[CH3:15][S:16](Cl)(=[O:18])=[O:17].O, predict the reaction product. The product is: [CH3:15][S:16]([O:5][CH2:4][CH2:3][C:2]([F:7])([F:1])[CH3:6])(=[O:18])=[O:17]. (7) Given the reactants [Cl:1][C:2]1[CH:16]=[CH:15][C:5]([CH2:6][O:7][C:8]2[CH:13]=[CH:12][NH:11][C:10](=[O:14])[CH:9]=2)=[CH:4][CH:3]=1.Br[C:18]1[CH:19]=[CH:20][C:21]2[N:25]=[C:24]([C:26](=[O:28])[CH3:27])[N:23]([CH3:29])[C:22]=2[CH:30]=1.CNCCNC.C(=O)([O-])[O-].[K+].[K+], predict the reaction product. The product is: [C:26]([C:24]1[N:23]([CH3:29])[C:22]2[CH:30]=[C:18]([N:11]3[CH:12]=[CH:13][C:8]([O:7][CH2:6][C:5]4[CH:15]=[CH:16][C:2]([Cl:1])=[CH:3][CH:4]=4)=[CH:9][C:10]3=[O:14])[CH:19]=[CH:20][C:21]=2[N:25]=1)(=[O:28])[CH3:27]. (8) Given the reactants [CH3:1][NH2:2].C1COCC1.F[C:9]1[CH:17]=[CH:16][C:12]([C:13]([OH:15])=[O:14])=[CH:11][C:10]=1[N+:18]([O-:20])=[O:19], predict the reaction product. The product is: [CH3:1][NH:2][C:9]1[CH:17]=[CH:16][C:12]([C:13]([OH:15])=[O:14])=[CH:11][C:10]=1[N+:18]([O-:20])=[O:19]. (9) The product is: [Cl:1][C:2]1[C:7](=[O:8])[NH:6][C:5]([CH2:9][C:10]([N:22]2[C:23]3[C:28](=[C:27]([F:30])[CH:26]=[CH:25][CH:24]=3)[CH2:29][C@H:21]2[CH3:20])=[O:12])=[N:4][C:3]=1[N:13]1[CH2:18][CH2:17][O:16][CH2:15][CH2:14]1. Given the reactants [Cl:1][C:2]1[C:7](=[O:8])[NH:6][C:5]([CH2:9][C:10]([O-:12])=O)=[N:4][C:3]=1[N:13]1[CH2:18][CH2:17][O:16][CH2:15][CH2:14]1.[Na+].[CH3:20][C@@H:21]1[CH2:29][C:28]2[C:23](=[CH:24][CH:25]=[CH:26][C:27]=2[F:30])[NH:22]1, predict the reaction product. (10) Given the reactants F[C:2]1[CH:7]=[C:6]([C:8]([F:11])([F:10])[F:9])[CH:5]=[CH:4][N:3]=1.C([O-])([O-])=O.[Cs+].[Cs+].[C:18]([O:26][CH2:27][CH3:28])(=[O:25])[CH2:19][C:20]([O:22][CH2:23][CH3:24])=[O:21], predict the reaction product. The product is: [F:9][C:8]([F:11])([F:10])[C:6]1[CH:5]=[CH:4][N:3]=[C:2]([CH:19]([C:20]([O:22][CH2:23][CH3:24])=[O:21])[C:18]([O:26][CH2:27][CH3:28])=[O:25])[CH:7]=1.